Task: Predict the product of the given reaction.. Dataset: Forward reaction prediction with 1.9M reactions from USPTO patents (1976-2016) Given the reactants [F:1][C:2]1[CH:3]=[N:4][C:5]([NH:8][C:9]2[S:10][C:11]3[CH2:17][CH2:16][N:15]([CH2:18][C:19]4[CH:24]=[CH:23][C:22]([N:25]5[CH2:30][CH2:29][O:28][CH2:27][CH2:26]5)=[CH:21][N:20]=4)[C:14]4[N:31](CC5C=CC(OC)=CC=5)[N:32]=[CH:33][C:13]=4[C:12]=3[N:43]=2)=[N:6][CH:7]=1, predict the reaction product. The product is: [F:1][C:2]1[CH:3]=[N:4][C:5]([NH:8][C:9]2[S:10][C:11]3[CH2:17][CH2:16][N:15]([CH2:18][C:19]4[CH:24]=[CH:23][C:22]([N:25]5[CH2:30][CH2:29][O:28][CH2:27][CH2:26]5)=[CH:21][N:20]=4)[C:14]4=[N:31][NH:32][CH:33]=[C:13]4[C:12]=3[N:43]=2)=[N:6][CH:7]=1.